This data is from Reaction yield outcomes from USPTO patents with 853,638 reactions. The task is: Predict the reaction yield, written as a fraction of the theoretical maximum amount of product (1.0 means a 100% yield; for example, 0.34 means a 34% yield). (1) The reactants are [NH2:1][C:2]1[CH:7]=[CH:6][C:5]([Cl:8])=[CH:4][C:3]=1[S:9]([NH2:12])(=[O:11])=[O:10].[Cl:13][C:14]1[CH:19]=[CH:18][C:17](/[CH:20]=[CH:21]/[S:22](Cl)(=[O:24])=[O:23])=[C:16]([O:26][CH3:27])[CH:15]=1. The catalyst is N1C=CC=CC=1. The product is [Cl:8][C:5]1[CH:6]=[CH:7][C:2]([NH:1][S:22](/[CH:21]=[CH:20]/[C:17]2[CH:18]=[CH:19][C:14]([Cl:13])=[CH:15][C:16]=2[O:26][CH3:27])(=[O:23])=[O:24])=[C:3]([S:9]([NH2:12])(=[O:11])=[O:10])[CH:4]=1. The yield is 0.990. (2) The reactants are I.[S:2]1[CH:6]=[CH:5][CH:4]=[C:3]1[C:7](SC)=[NH:8].[NH2:11][C:12]1[CH:13]=[CH:14][C:15]2[N:20]([CH:21]3[CH2:25][CH2:24][N:23]([C:26]([O:28][C:29]([CH3:32])([CH3:31])[CH3:30])=[O:27])[CH2:22]3)[CH2:19][CH2:18][S:17][C:16]=2[CH:33]=1. The catalyst is CCO. The product is [S:2]1[CH:6]=[CH:5][CH:4]=[C:3]1[C:7](=[NH:8])[NH:11][C:12]1[CH:13]=[CH:14][C:15]2[N:20]([CH:21]3[CH2:25][CH2:24][N:23]([C:26]([O:28][C:29]([CH3:31])([CH3:30])[CH3:32])=[O:27])[CH2:22]3)[CH2:19][CH2:18][S:17][C:16]=2[CH:33]=1. The yield is 0.690.